This data is from Full USPTO retrosynthesis dataset with 1.9M reactions from patents (1976-2016). The task is: Predict the reactants needed to synthesize the given product. (1) Given the product [CH3:11][C:12]12[N:7]([C:4]3[CH:5]=[CH:6][C:1]([CH3:10])=[CH:2][CH:3]=3)[CH:17]1[CH2:16][CH2:15][CH2:14][CH2:13]2, predict the reactants needed to synthesize it. The reactants are: [C:1]1([CH3:10])[CH:6]=[CH:5][C:4]([N:7]=[N+]=[N-])=[CH:3][CH:2]=1.[CH3:11][C:12]1[CH2:17][CH2:16][CH2:15][CH2:14][CH:13]=1. (2) Given the product [ClH:1].[F:8][C:5]([F:6])([F:7])[C:4]([C:10]1[CH:15]=[CH:14][C:13]([N:16]2[CH2:21][CH2:20][N:19]([S:22]([C:25]3[S:26][CH:27]=[CH:28][CH:29]=3)(=[O:23])=[O:24])[CH2:18][C@H:17]2[CH2:30][C:31]2[CH:36]=[CH:35][CH:34]=[C:33]([CH3:37])[CH:32]=2)=[CH:12][CH:11]=1)([OH:9])[C:3]([F:39])([F:38])[F:2], predict the reactants needed to synthesize it. The reactants are: [ClH:1].[F:2][C:3]([F:39])([F:38])[C:4]([C:10]1[CH:15]=[CH:14][C:13]([N:16]2[CH2:21][CH2:20][N:19]([S:22]([C:25]3[S:26][CH:27]=[CH:28][CH:29]=3)(=[O:24])=[O:23])[CH2:18][C@@H:17]2[CH2:30][C:31]2[CH:36]=[CH:35][CH:34]=[C:33]([CH3:37])[CH:32]=2)=[CH:12][CH:11]=1)([OH:9])[C:5]([F:8])([F:7])[F:6].C1N=C(N)C2N=CN([C@@H]3O[C@H](COP(OP(OC[C@H]4O[C@@H](N5C=C(C(N)=O)CC=C5)[C@H](O)[C@@H]4O)(O)=O)(O)=O)[C@@H](O)[C@H]3OP(O)(O)=O)C=2N=1. (3) Given the product [CH3:18][S:17][C:14]1[CH:13]=[CH:12][C:11]([C:10]2[N:9]=[C:1]([CH2:2][CH2:3][C:4]([OH:6])=[O:5])[O:7][N:19]=2)=[CH:16][CH:15]=1, predict the reactants needed to synthesize it. The reactants are: [C:1]1(=[O:7])[O:6][C:4](=[O:5])[CH2:3][CH2:2]1.O[NH:9][C:10](=[NH:19])[C:11]1[CH:16]=[CH:15][C:14]([S:17][CH3:18])=[CH:13][CH:12]=1.